This data is from Catalyst prediction with 721,799 reactions and 888 catalyst types from USPTO. The task is: Predict which catalyst facilitates the given reaction. Reactant: [OH:1][C:2]1[CH:7]=[CH:6][C:5]([C:8]([C:10]2[CH:15]=[CH:14][C:13]([OH:16])=[CH:12][CH:11]=2)=[O:9])=[CH:4][CH:3]=1.Cl[CH2:18][CH2:19][CH2:20][N:21]([CH3:23])[CH3:22].O. Product: [CH3:22][N:21]([CH3:23])[CH2:20][CH2:19][CH2:18][O:1][C:2]1[CH:7]=[CH:6][C:5]([C:8]([C:10]2[CH:15]=[CH:14][C:13]([O:16][CH2:18][CH2:19][CH2:20][N:21]([CH3:23])[CH3:22])=[CH:12][CH:11]=2)=[O:9])=[CH:4][CH:3]=1. The catalyst class is: 5.